Predict the reaction yield, written as a fraction of the theoretical maximum amount of product (1.0 means a 100% yield; for example, 0.34 means a 34% yield). From a dataset of Reaction yield outcomes from USPTO patents with 853,638 reactions. (1) The product is [Cl:10][C:11]1[CH:18]=[CH:17][CH:16]=[C:15]([Cl:19])[C:12]=1[CH:13]1[C:2]([C:1]([O:7][CH2:8][CH3:9])=[O:6])=[C:3]([CH3:5])[NH:20][C:3]([CH3:5])=[C:2]1[C:1]([O:7][CH2:8][CH3:9])=[O:21]. The yield is 0.0400. The catalyst is CCO.C(Cl)Cl. The reactants are [C:1]([O:7][CH2:8][CH3:9])(=[O:6])[CH2:2][C:3]([CH3:5])=O.[Cl:10][C:11]1[CH:18]=[CH:17][CH:16]=[C:15]([Cl:19])[C:12]=1[CH:13]=O.[NH4+:20].[OH-:21]. (2) The reactants are [CH3:1][O:2][C:3]1[CH:16]=[C:15]([O:17][CH3:18])[CH:14]=[CH:13][C:4]=1[CH2:5][NH:6][C:7]1[CH:12]=[CH:11][N:10]=[CH:9][N:8]=1.[Cl:19][C:20]1[CH:25]=[C:24]([F:26])[C:23]([F:27])=[CH:22][C:21]=1[S:28](Cl)(=[O:30])=[O:29].N12CCN(CC1)CC2. The catalyst is C(#N)C. The product is [Cl:19][C:20]1[CH:25]=[C:24]([F:26])[C:23]([F:27])=[CH:22][C:21]=1[S:28]([N:6]([CH2:5][C:4]1[CH:13]=[CH:14][C:15]([O:17][CH3:18])=[CH:16][C:3]=1[O:2][CH3:1])[C:7]1[CH:12]=[CH:11][N:10]=[CH:9][N:8]=1)(=[O:30])=[O:29]. The yield is 0.210. (3) The reactants are [F:1][C:2]1[CH:7]=[CH:6][C:5]([C:8]2[C:16]3[C:11](=[N:12][CH:13]=[N:14][C:15]=3[NH2:17])[N:10]([CH:18]([CH3:20])[CH3:19])[N:9]=2)=[CH:4][C:3]=1[O:21]C.B(Br)(Br)Br. The catalyst is C(Cl)Cl. The product is [NH2:17][C:15]1[N:14]=[CH:13][N:12]=[C:11]2[N:10]([CH:18]([CH3:20])[CH3:19])[N:9]=[C:8]([C:5]3[CH:6]=[CH:7][C:2]([F:1])=[C:3]([OH:21])[CH:4]=3)[C:16]=12. The yield is 0.440. (4) The reactants are [CH3:1][O:2][C:3]1[CH:4]=[C:5]([CH:11]=[CH:12][C:13]=1[O:14][CH2:15][CH:16]1[CH2:21][CH2:20][N:19]([CH3:22])[CH2:18][CH2:17]1)[C:6]([O:8][CH2:9][CH3:10])=[O:7].C(O)(C(F)(F)F)=O.[N+:30]([O-])([OH:32])=[O:31]. The catalyst is C(Cl)Cl. The product is [CH3:1][O:2][C:3]1[CH:4]=[C:5]([C:11]([N+:30]([O-:32])=[O:31])=[CH:12][C:13]=1[O:14][CH2:15][CH:16]1[CH2:17][CH2:18][N:19]([CH3:22])[CH2:20][CH2:21]1)[C:6]([O:8][CH2:9][CH3:10])=[O:7]. The yield is 0.820. (5) The reactants are [Cl:1][C:2]1[CH:3]=[C:4]([N+:13]([O-])=O)[C:5]([CH3:12])=[C:6]([CH:11]=1)[C:7]([O:9][CH3:10])=[O:8].C(O)C.[NH4+].[Cl-]. The catalyst is [Fe]. The product is [NH2:13][C:4]1[C:5]([CH3:12])=[C:6]([CH:11]=[C:2]([Cl:1])[CH:3]=1)[C:7]([O:9][CH3:10])=[O:8]. The yield is 1.00.